Dataset: NCI-60 drug combinations with 297,098 pairs across 59 cell lines. Task: Regression. Given two drug SMILES strings and cell line genomic features, predict the synergy score measuring deviation from expected non-interaction effect. (1) Drug 2: C1=CC=C(C(=C1)C(C2=CC=C(C=C2)Cl)C(Cl)Cl)Cl. Cell line: MDA-MB-231. Drug 1: CC1=C(C(=CC=C1)Cl)NC(=O)C2=CN=C(S2)NC3=CC(=NC(=N3)C)N4CCN(CC4)CCO. Synergy scores: CSS=18.8, Synergy_ZIP=-5.37, Synergy_Bliss=-0.314, Synergy_Loewe=-48.7, Synergy_HSA=1.17. (2) Drug 1: C1=CC(=CC=C1CC(C(=O)O)N)N(CCCl)CCCl.Cl. Drug 2: CC1C(C(CC(O1)OC2CC(CC3=C2C(=C4C(=C3O)C(=O)C5=C(C4=O)C(=CC=C5)OC)O)(C(=O)CO)O)N)O.Cl. Cell line: SF-539. Synergy scores: CSS=48.2, Synergy_ZIP=-5.88, Synergy_Bliss=-5.78, Synergy_Loewe=-21.0, Synergy_HSA=-4.60. (3) Drug 1: CC1=C(C=C(C=C1)C(=O)NC2=CC(=CC(=C2)C(F)(F)F)N3C=C(N=C3)C)NC4=NC=CC(=N4)C5=CN=CC=C5. Drug 2: CC1C(C(CC(O1)OC2CC(CC3=C2C(=C4C(=C3O)C(=O)C5=CC=CC=C5C4=O)O)(C(=O)C)O)N)O. Cell line: OVCAR3. Synergy scores: CSS=28.8, Synergy_ZIP=2.77, Synergy_Bliss=1.34, Synergy_Loewe=-30.5, Synergy_HSA=-1.75. (4) Drug 1: C1=CC=C(C=C1)NC(=O)CCCCCCC(=O)NO. Drug 2: CC12CCC3C(C1CCC2OP(=O)(O)O)CCC4=C3C=CC(=C4)OC(=O)N(CCCl)CCCl.[Na+]. Cell line: SNB-19. Synergy scores: CSS=15.9, Synergy_ZIP=-4.72, Synergy_Bliss=2.81, Synergy_Loewe=-3.19, Synergy_HSA=-1.12. (5) Drug 1: CCN(CC)CCNC(=O)C1=C(NC(=C1C)C=C2C3=C(C=CC(=C3)F)NC2=O)C. Drug 2: B(C(CC(C)C)NC(=O)C(CC1=CC=CC=C1)NC(=O)C2=NC=CN=C2)(O)O. Cell line: COLO 205. Synergy scores: CSS=51.3, Synergy_ZIP=-3.44, Synergy_Bliss=-5.14, Synergy_Loewe=1.10, Synergy_HSA=-2.20.